Dataset: Ames mutagenicity test results for genotoxicity prediction. Task: Regression/Classification. Given a drug SMILES string, predict its toxicity properties. Task type varies by dataset: regression for continuous values (e.g., LD50, hERG inhibition percentage) or binary classification for toxic/non-toxic outcomes (e.g., AMES mutagenicity, cardiotoxicity, hepatotoxicity). Dataset: ames. (1) The drug is C1=Cc2c3cc4ccccc4cc3cc3cccc1c23. The result is 1 (mutagenic). (2) The compound is CC(C)(Oc1ccc(C(=O)c2ccc(Cl)cc2)cc1)C(=O)O. The result is 0 (non-mutagenic). (3) The molecule is c1ccc(Cn2ccnc2)cc1. The result is 1 (mutagenic). (4) The drug is O=[N+]([O-])c1ccc2c(c1)Cc1cccc([N+](=O)[O-])c1-2. The result is 1 (mutagenic). (5) The molecule is CCC(C)C=O. The result is 0 (non-mutagenic). (6) The molecule is CC(=O)c1oc([N+](=O)[O-])c(Cl)c1Cl. The result is 1 (mutagenic). (7) The compound is Cn1c([N+](=O)[O-])cnc1[C@H]1NC(CO)(CO)CO1. The result is 1 (mutagenic).